This data is from Full USPTO retrosynthesis dataset with 1.9M reactions from patents (1976-2016). The task is: Predict the reactants needed to synthesize the given product. (1) Given the product [C:7]1([N:1]2[CH2:4][CH:3]([OH:5])[CH2:2]2)[CH:12]=[CH:11][CH:10]=[CH:9][CH:8]=1, predict the reactants needed to synthesize it. The reactants are: [NH:1]1[CH2:4][CH:3]([OH:5])[CH2:2]1.Br[C:7]1[CH:12]=[CH:11][CH:10]=[CH:9][CH:8]=1.C(P(C(C)(C)C)C1C=CC=CC=1C1C=CC=CC=1)(C)(C)C.CC([O-])(C)C.[Na+]. (2) Given the product [CH:10]1([CH2:9][O:8][C:6]2[N:5]=[C:4]([C:13]([O:15][CH3:16])=[O:14])[CH:3]=[C:2]([C:26]3[CH:25]=[N:24][C:23]([NH:22][C:20]([NH:19][CH2:17][CH3:18])=[O:21])=[CH:28][C:27]=3[C:29]3[S:30][CH:31]=[C:32]([C:34]([F:37])([F:35])[F:36])[N:33]=3)[CH:7]=2)[CH2:12][CH2:11]1, predict the reactants needed to synthesize it. The reactants are: Cl[C:2]1[CH:7]=[C:6]([O:8][CH2:9][CH:10]2[CH2:12][CH2:11]2)[N:5]=[C:4]([C:13]([O:15][CH3:16])=[O:14])[CH:3]=1.[CH2:17]([NH:19][C:20]([NH:22][C:23]1[CH:28]=[C:27]([C:29]2[S:30][CH:31]=[C:32]([C:34]([F:37])([F:36])[F:35])[N:33]=2)[C:26](B2OC(C)(C)C(C)(C)O2)=[CH:25][N:24]=1)=[O:21])[CH3:18].O1CCOCC1.C(=O)(O)[O-].[Na+]. (3) The reactants are: C([O:4][CH2:5][C@@H:6]1[C@@H:11]([O:12]C(=O)C)[C@H:10]([O:16]C(=O)C)[C@H:9]([O:20]C(=O)C)[C@@H:8]([C:24]#[C:25][C:26]2[CH:38]=[CH:37][C:36]3[C:35]4[C:30](=[CH:31][C:32]([C:39]#[C:40][C@@H:41]5[C@@H:46]([O:47]C(=O)C)[C@@H:45]([O:51]C(=O)C)[C@H:44]([O:55]C(=O)C)[C@@H:43]([CH2:59][O:60]C(=O)C)[O:42]5)=[CH:33][CH:34]=4)[C:29]([CH3:65])([CH3:64])[C:28]=3[CH:27]=2)[O:7]1)(=O)C.CO[Na]. Given the product [CH3:64][C:29]1([CH3:65])[C:28]2[CH:27]=[C:26]([C:25]#[C:24][C@@H:8]3[C@@H:9]([OH:20])[C@@H:10]([OH:16])[C@H:11]([OH:12])[C@@H:6]([CH2:5][OH:4])[O:7]3)[CH:38]=[CH:37][C:36]=2[C:35]2[C:30]1=[CH:31][C:32]([C:39]#[C:40][C@@H:41]1[C@@H:46]([OH:47])[C@@H:45]([OH:51])[C@H:44]([OH:55])[C@@H:43]([CH2:59][OH:60])[O:42]1)=[CH:33][CH:34]=2, predict the reactants needed to synthesize it. (4) Given the product [CH3:41][O:47][C:20]1[CH:19]=[C:18](/[C:10](=[N:9]/[O:8][CH2:7][C:5]2[N:6]=[C:2]([NH:1][C:32](=[O:34])[O:33][CH:36]3[CH2:48][CH2:40][CH2:39][CH2:38][CH2:37]3)[S:3][CH:4]=2)/[C:11]2[N:12]([CH3:17])[O:13][C:14](=[O:16])[N:15]=2)[CH:23]=[CH:22][CH:21]=1, predict the reactants needed to synthesize it. The reactants are: [NH2:1][C:2]1[S:3][CH:4]=[C:5]([CH2:7][O:8]/[N:9]=[C:10](/[C:18]2[CH:23]=[CH:22][CH:21]=[CH:20][CH:19]=2)\[C:11]2[N:12]([CH3:17])[O:13][C:14](=[O:16])[N:15]=2)[N:6]=1.FC1C=CC([ClH][C:32](=[O:34])[O-:33])=CC=1.N1[CH:40]=[CH:39][CH:38]=[CH:37][CH:36]=1.[CH:41]1([OH:47])CCCCC1.[C:48](#N)C. (5) Given the product [CH3:1][O:2][N:3]([CH3:22])[C:4]([CH:6]1[CH2:7][CH2:8][NH:9][CH2:10][CH2:11]1)=[O:5], predict the reactants needed to synthesize it. The reactants are: [CH3:1][O:2][N:3]([CH3:22])[C:4]([CH:6]1[CH2:11][CH2:10][N:9](C(OCC2C=CC=CC=2)=O)[CH2:8][CH2:7]1)=[O:5]. (6) Given the product [CH2:1]([O:8][CH2:9][CH2:10][CH2:11][C:12]1[N:13]=[C:14]([C:29]2[CH:30]=[CH:31][C:32]([C:35]([F:37])([F:38])[F:36])=[CH:33][CH:34]=2)[S:15][C:16]=1[CH2:17][O:18][C:19]1[CH:26]=[CH:25][C:22]([C:23]([NH:40][OH:41])=[NH:24])=[C:21]([O:27][CH3:28])[CH:20]=1)[C:2]1[CH:7]=[CH:6][CH:5]=[CH:4][CH:3]=1, predict the reactants needed to synthesize it. The reactants are: [CH2:1]([O:8][CH2:9][CH2:10][CH2:11][C:12]1[N:13]=[C:14]([C:29]2[CH:34]=[CH:33][C:32]([C:35]([F:38])([F:37])[F:36])=[CH:31][CH:30]=2)[S:15][C:16]=1[CH2:17][O:18][C:19]1[CH:26]=[CH:25][C:22]([C:23]#[N:24])=[C:21]([O:27][CH3:28])[CH:20]=1)[C:2]1[CH:7]=[CH:6][CH:5]=[CH:4][CH:3]=1.Cl.[NH2:40][OH:41].C(N(CC)CC)C.